This data is from Peptide-MHC class II binding affinity with 134,281 pairs from IEDB. The task is: Regression. Given a peptide amino acid sequence and an MHC pseudo amino acid sequence, predict their binding affinity value. This is MHC class II binding data. The peptide sequence is PQHMLMRVAVGIHQW. The MHC is DRB4_0101 with pseudo-sequence DRB4_0103. The binding affinity (normalized) is 0.363.